Dataset: Retrosynthesis with 50K atom-mapped reactions and 10 reaction types from USPTO. Task: Predict the reactants needed to synthesize the given product. (1) The reactants are: CCOC(=O)C(c1ccccc1)C(CN)c1ccc(Cl)cc1. Given the product O=C1NCC(c2ccc(Cl)cc2)C1c1ccccc1, predict the reactants needed to synthesize it. (2) Given the product CCc1ccc(NC(=O)[C@@H]2C[C@@H](Nc3ccc4cnccc4c3)CN2)cc1, predict the reactants needed to synthesize it. The reactants are: CCc1ccc(NC(=O)[C@@H]2C[C@@H](Nc3ccc4cnccc4c3)CN2C(=O)OC(C)(C)C)cc1. (3) The reactants are: CCCCOCCOc1ccc(-c2cc3c4c(c2)CCCN4CCC(C(=O)OCC)=C3)cc1. Given the product CCCCOCCOc1ccc(-c2cc3c4c(c2)CCCN4CCC(C(=O)O)=C3)cc1, predict the reactants needed to synthesize it. (4) Given the product Cc1ccc(S(=O)(=O)OCC2CC(n3cc(I)c4c(N)ncnc43)C2)cc1, predict the reactants needed to synthesize it. The reactants are: Cc1ccc(S(=O)(=O)Cl)cc1.Nc1ncnc2c1c(I)cn2[C@H]1C[C@@H](CO)C1. (5) Given the product CCCCCCCCNC(=O)Nc1nc2nc(NCCCN3CCN(C)CC3)ncc2cc1-c1c(Cl)cccc1Cl, predict the reactants needed to synthesize it. The reactants are: CCCCCCCCN=C=O.CN1CCN(CCCNc2ncc3cc(-c4c(Cl)cccc4Cl)c(N)nc3n2)CC1. (6) Given the product CCOc1ccc(CC(=O)Nc2cc([N+](=O)[O-])ccc2NCCN(CC)CC)cc1, predict the reactants needed to synthesize it. The reactants are: CCN(CC)CCNc1ccc([N+](=O)[O-])cc1N.CCOc1ccc(CC(=O)O)cc1.